Task: Binary Classification. Given a miRNA mature sequence and a target amino acid sequence, predict their likelihood of interaction.. Dataset: Experimentally validated miRNA-target interactions with 360,000+ pairs, plus equal number of negative samples (1) The miRNA is hsa-miR-2909 with sequence GUUAGGGCCAACAUCUCUUGG. The protein sequence of the target gene is MATPDVSVHMEEVVVVTTPDTAVDGSGVEEVKTVLVTTNLAPHGGDLTEDNMETENAAAAAAAAFTASSQLKEAVLVKMAEEGENLEAEIVYPITCGDSRANLIWRKFVCPGINVKCVQYDEHVISPKEFVHLAGKSTLKDWKRAIRMNGIMLRKIMDSGELDFYQHDKVCSNTCRSTKIDLSGARVSLSSPTSTEYIPLTPAAADVNGSPATITIETCEDPGDWTTTIGDDTFAFWRGLKDAGLLDEVIQEFQQELEETMKGLQQRVQDPPLQLRDAVLLNNIVQNFGMLDLVKKVLAS.... Result: 0 (no interaction). (2) The protein sequence of the target gene is MEDLGENTMVLSTLRSLNNFISQRVEGGSGLDISTSAPGSLQMQYQQSMQLEERAEQIRSKSHLIQVEREKMQMELSHKRARVELERAASTSARNYEREVDRNQELLTRIRQLQEREAGAEEKMQEQLERNRQCQQNLDAASKRLREKEDSLAQAGETINALKGRISELQWSVMDQEMRVKRLESEKQELQEQLDLQHKKCQEANQKIQELQASQEARADHEQQIKDLEQKLSLQEQDAAIVKNMKSELVRLPRLERELKQLREESAHLREMRETNGLLQEELEGLQRKLGRQEKMQETL.... Result: 0 (no interaction). The miRNA is mmu-miR-1903 with sequence CCUUCUUCUUCUUCCUGAGACA. (3) The miRNA is hsa-miR-8085 with sequence UGGGAGAGAGGACUGUGAGGC. The protein sequence of the target gene is MTSSVSFASFRFPWLLKTFVLMVGLATVAFMVRKVSLTTDFSTFKPKFPEPARVDPVLKLLPEEHLRKLFTYSDIWLFPKNQCDCNSGKLRMKYKFQDAYNQKDLPAVNARRQAEFEHFQRREGLPRPPPLLAPPNLPFGYPVHGVEVMPLHTILIPGLQYEGPDAPVYEVILKASLGTLNTLADVPDDEVQGRGQRQLTISTRHRKVLNFILQHVTYTSTEYYLHKVDTVSMEYESSVAKFPVTIKQQTVPKLYDPGPERKIRNLVTIATKTFLRPHKLKILLQSIRKYYPDITVIVAD.... Result: 0 (no interaction). (4) The miRNA is hsa-miR-3678-3p with sequence CUGCAGAGUUUGUACGGACCGG. The protein sequence of the target gene is MAPTLATAHRRRWWMACTAVLENLLFSAVLLGWGSLLIMLKSEGFYSYLCTEPENVTNGTVGGTAEPGHEEVSWMNGWLSCQAQDEMLNLAFTVGSFLLSAITLPLGIVMDKYGPRKLRLLGSACFAVSCLLIAYGASKPNALSVLIFIALALNGFGGMCMTFTSLTLPNMFGDLRSTFIALMIGSYASSAVTFPGIKLIYDAGVSFIVVLVVWAGCSGLVFLNCFFNWPLEPFPGPEDMDYSVKIKFSWLGFDHKITGKQFYKQVTTVGRRLSVGSSMRSAKEQVALQEGHKLCLSTVD.... Result: 1 (interaction). (5) The miRNA is hsa-miR-633 with sequence CUAAUAGUAUCUACCACAAUAAA. The protein sequence of the target gene is MALLRDVSLQDPRDRFELLQRVGAGTYGDVYKARDTVTSELAAVKIVKLDPGDDISSLQQEITILRECRHPNVVAYIGSYLRNDRLWICMEFCGGGSLQEIYHATGPLEERQIAYVCREALKGLHHLHSQGKIHRDIKGANLLLTLQGDVKLADFGVSGELTASVAKRRSFIGTPYWMAPEVAAVERKGGYNELCDVWALGITAIELGELQPPLFHLHPMRALMLMSKSSFQPPKLRDKTRWTQNFHHFLKLALTKNPKKRPTAEKLLQHPFTTQQLPRALLTQLLDKASDPHLGTPSPE.... Result: 1 (interaction). (6) The miRNA is hsa-miR-4485-5p with sequence ACCGCCUGCCCAGUGA. The protein sequence of the target gene is MWIPTEHEKYGVVIASFRGTVPYGLSLEIGDTVQILEKCDGWYRGFALKNPNIKGIFPSSYVHLKNACVKNKGQFEMVIPTEDSVITEMTSTLRDWGTMWKQLYVRNEGDLFHRLWHIMNEILDLRRQVLVGHLTHDRMKDVKRHITARLDWGNEQLGLDLVPRKEYAMVDPEDISITELYRLMEHRHRKKDTPVQASSHHLFVQMKSLMCSNLGEELEVIFSLFDSKENRPISERFFLRLNRNGLPKAPDKPERHCSLFVDLGSSELRKDIYITVHIIRIGRMGAGEKKNACSVQYRRP.... Result: 0 (no interaction).